From a dataset of Peptide-MHC class II binding affinity with 134,281 pairs from IEDB. Regression. Given a peptide amino acid sequence and an MHC pseudo amino acid sequence, predict their binding affinity value. This is MHC class II binding data. (1) The peptide sequence is ARMWIQAATTMASYQ. The MHC is HLA-DPA10103-DPB10301 with pseudo-sequence HLA-DPA10103-DPB10301. The binding affinity (normalized) is 0.764. (2) The peptide sequence is QVVLSSMINPLVMST. The MHC is DRB1_0701 with pseudo-sequence DRB1_0701. The binding affinity (normalized) is 0.754. (3) The peptide sequence is AFKVAATAARAAPAN. The MHC is HLA-DPA10201-DPB11401 with pseudo-sequence HLA-DPA10201-DPB11401. The binding affinity (normalized) is 0.770. (4) The peptide sequence is LFVFLVLAGRSCSFK. The MHC is DRB1_0101 with pseudo-sequence DRB1_0101. The binding affinity (normalized) is 0.864.